Dataset: Full USPTO retrosynthesis dataset with 1.9M reactions from patents (1976-2016). Task: Predict the reactants needed to synthesize the given product. (1) Given the product [C:1]([O:5][C:6]([N:8]1[CH2:13][CH2:12][CH:11]([CH2:14][CH2:15][O:16][C:17]2[CH:22]=[CH:21][C:20]([NH2:23])=[C:19]([NH2:26])[CH:18]=2)[CH2:10][CH2:9]1)=[O:7])([CH3:4])([CH3:2])[CH3:3], predict the reactants needed to synthesize it. The reactants are: [C:1]([O:5][C:6]([N:8]1[CH2:13][CH2:12][CH:11]([CH2:14][CH2:15][O:16][C:17]2[CH:22]=[CH:21][C:20]([N+:23]([O-])=O)=[C:19]([N+:26]([O-])=O)[CH:18]=2)[CH2:10][CH2:9]1)=[O:7])([CH3:4])([CH3:3])[CH3:2]. (2) Given the product [Cl:1][CH2:33][Cl:36].[CH3:2][OH:9].[NH3:19].[C:33]([N:19]1[CH2:20][CH2:21][CH2:22][CH2:23][C:24]2[N:25]=[C:16]([C:13]3[CH:12]=[CH:11][C:10]([O:9][CH2:2][C:3]4[CH:4]=[CH:5][CH:6]=[CH:7][CH:8]=4)=[CH:15][CH:14]=3)[S:17][C:18]1=2)(=[O:35])[CH3:34], predict the reactants needed to synthesize it. The reactants are: [ClH:1].[CH2:2]([O:9][C:10]1[CH:15]=[CH:14][C:13]([C:16]2[S:17][C:18]3[NH:19][CH2:20][CH2:21][CH2:22][CH2:23][C:24]=3[N:25]=2)=[CH:12][CH:11]=1)[C:3]1[CH:8]=[CH:7][CH:6]=[CH:5][CH:4]=1.C(N(CC)CC)C.[C:33]([Cl:36])(=[O:35])[CH3:34].O. (3) Given the product [ClH:1].[CH3:7][O:8][N:9]([CH3:24])[C:10]1[CH:15]=[C:14]([NH:16][CH2:17][CH2:18][CH3:19])[N:13]=[C:12]([NH:20][CH2:21][C:22]#[CH:23])[N:11]=1, predict the reactants needed to synthesize it. The reactants are: [ClH:1].C(OCC)C.[CH3:7][O:8][N:9]([CH3:24])[C:10]1[CH:15]=[C:14]([NH:16][CH2:17][CH2:18][CH3:19])[N:13]=[C:12]([NH:20][CH2:21][C:22]#[CH:23])[N:11]=1. (4) The reactants are: Cl[C:2]1[CH:3]=[N:4][CH:5]=[C:6]([Cl:17])[C:7]=1[N:8]1[CH2:13][CH2:12][CH:11]([C:14]([NH2:16])=[O:15])[CH2:10][CH2:9]1.[C:18]1(B(O)O)[CH:23]=[CH:22][CH:21]=[CH:20][CH:19]=1.C(=O)([O-])[O-].[Na+].[Na+]. Given the product [Cl:17][C:6]1[CH:5]=[N:4][CH:3]=[C:2]([C:18]2[CH:23]=[CH:22][CH:21]=[CH:20][CH:19]=2)[C:7]=1[N:8]1[CH2:13][CH2:12][CH:11]([C:14]([NH2:16])=[O:15])[CH2:10][CH2:9]1, predict the reactants needed to synthesize it. (5) Given the product [Cl:16][C:17]1[N+:22]([O-:6])=[CH:21][C:20]([CH2:23][C:24]([O:26][CH3:27])=[O:25])=[CH:19][CH:18]=1, predict the reactants needed to synthesize it. The reactants are: OO.FC(F)(F)C(OC(=O)C(F)(F)F)=[O:6].[Cl:16][C:17]1[N:22]=[CH:21][C:20]([CH2:23][C:24]([O:26][CH3:27])=[O:25])=[CH:19][CH:18]=1.C(=O)([O-])[O-].[K+].[K+].